Dataset: Full USPTO retrosynthesis dataset with 1.9M reactions from patents (1976-2016). Task: Predict the reactants needed to synthesize the given product. (1) Given the product [CH3:11][N:12]([CH3:16])[CH2:13][CH2:14][O:1][C:2]1[CH:9]=[CH:8][C:5]([CH:6]=[O:7])=[CH:4][CH:3]=1, predict the reactants needed to synthesize it. The reactants are: [OH:1][C:2]1[CH:9]=[CH:8][C:5]([CH:6]=[O:7])=[CH:4][CH:3]=1.Cl.[CH3:11][N:12]([CH3:16])[CH2:13][CH2:14]Cl.C(=O)([O-])[O-].[K+].[K+].C(OCC)(=O)C. (2) Given the product [I-:13].[CH2:1]([O:3][C:4]([C:5]1[CH:6]=[CH:7][N+:8]([CH3:12])=[CH:9][CH:10]=1)=[O:11])[CH3:2], predict the reactants needed to synthesize it. The reactants are: [CH2:1]([O:3][C:4](=[O:11])[C:5]1[CH:10]=[CH:9][N:8]=[CH:7][CH:6]=1)[CH3:2].[CH3:12][I:13]. (3) Given the product [C:11]([O:15][C:16]([N:18]1[CH2:19][C@@H:20]([OH:21])[C@H:9]([O:8][C:5]2[CH:6]=[CH:7][C:2]([Br:1])=[CH:3][C:4]=2[O:10][CH3:24])[CH2:23]1)=[O:17])([CH3:14])([CH3:13])[CH3:12], predict the reactants needed to synthesize it. The reactants are: [Br:1][C:2]1[CH:3]=[C:4]([OH:10])[C:5]([O:8][CH3:9])=[CH:6][CH:7]=1.[C:11]([O:15][C:16]([N:18]1[CH2:23]C2[CH:20]([O:21]2)[CH2:19]1)=[O:17])([CH3:14])([CH3:13])[CH3:12].[C:24](=O)([O-])[O-].[Cs+].[Cs+]. (4) Given the product [CH2:31]([O:35][C:36]1[CH:37]=[CH:38][C:39]([N:40]2[CH2:13][CH2:12][C:6]3([CH2:7][CH2:8][N:9]([S:25]([C:20]4[CH:21]=[CH:22][CH:23]=[CH:24][C:19]=4[O:18][C:17]([F:30])([F:29])[F:16])(=[O:27])=[O:26])[CH2:10][CH2:11]3)[C:4]2=[O:5])=[CH:41][CH:42]=1)[CH2:32][CH2:33][CH3:34], predict the reactants needed to synthesize it. The reactants are: C(O[C:4]([C:6]1([CH2:12][CH2:13]OC)[CH2:11][CH2:10][NH:9][CH2:8][CH2:7]1)=[O:5])C.[F:16][C:17]([F:30])([F:29])[O:18][C:19]1[CH:24]=[CH:23][CH:22]=[CH:21][C:20]=1[S:25](Cl)(=[O:27])=[O:26].[CH2:31]([O:35][C:36]1[CH:42]=[CH:41][C:39]([NH2:40])=[CH:38][CH:37]=1)[CH2:32][CH2:33][CH3:34]. (5) The reactants are: [CH2:1]1[CH2:10][C:8](=O)[C:4]2[CH:5]=[CH:6][S:7][C:3]=2[CH2:2]1.C[Si]([C:15]#[N:16])(C)C. Given the product [C:15]([C:8]1[C:4]2[CH:5]=[CH:6][S:7][C:3]=2[CH2:2][CH2:1][CH:10]=1)#[N:16], predict the reactants needed to synthesize it. (6) Given the product [CH3:25][O:26][C:27]([N:29]1[CH2:34][CH2:33][CH2:32][CH:31]([NH:35][C:21]([C:20]2[C:16]([C:10]3[C:11]([F:15])=[CH:12][CH:13]=[CH:14][C:9]=3[Cl:8])=[N:17][O:18][C:19]=2[CH3:24])=[O:22])[CH2:30]1)=[O:28], predict the reactants needed to synthesize it. The reactants are: C(N(CC)CC)C.[Cl:8][C:9]1[CH:14]=[CH:13][CH:12]=[C:11]([F:15])[C:10]=1[C:16]1[C:20]([C:21](Cl)=[O:22])=[C:19]([CH3:24])[O:18][N:17]=1.[CH3:25][O:26][C:27]([N:29]1[CH2:34][CH2:33][CH2:32][CH:31]([NH2:35])[CH2:30]1)=[O:28]. (7) Given the product [F:38][C:20]([F:19])([F:37])[C:21]1[CH:22]=[C:23]([N:31]2[CH2:35][CH2:34][N:33]([C:3]3[CH:2]=[C:6]([C:45]([O:47][CH2:41][CH3:42])=[O:46])[N:5]([C:7]4[C:12]([Cl:13])=[CH:11][CH:10]=[CH:9][N:8]=4)[N:4]=3)[C:32]2=[O:36])[CH:24]=[C:25]([C:27]([F:29])([F:30])[F:28])[CH:26]=1, predict the reactants needed to synthesize it. The reactants are: Br[C:2]1[CH2:3][N:4](C(OCC)=O)[N:5]([C:7]2[C:12]([Cl:13])=[CH:11][CH:10]=[CH:9][N:8]=2)[CH:6]=1.[F:19][C:20]([F:38])([F:37])[C:21]1[CH:22]=[C:23]([N:31]2[CH2:35][CH2:34][NH:33][C:32]2=[O:36])[CH:24]=[C:25]([C:27]([F:30])([F:29])[F:28])[CH:26]=1.CN[CH2:41][CH2:42]NC.[C:45](=O)([O-:47])[O-:46].[K+].[K+]. (8) Given the product [Br:16][CH2:17][C:18]([N:2]([CH3:1])[C:3]1[CH:8]=[CH:7][CH:6]=[CH:5][CH:4]=1)=[O:19], predict the reactants needed to synthesize it. The reactants are: [CH3:1][NH:2][C:3]1[CH:8]=[CH:7][CH:6]=[CH:5][CH:4]=1.C(N(CC)CC)C.[Br:16][CH2:17][C:18](Br)=[O:19]. (9) Given the product [CH3:1][O:2][C:3]1[CH:18]=[C:17]([O:19][CH3:20])[CH:16]=[CH:15][C:4]=1[CH2:5][N:6]1[C:11](=[O:12])[CH:10]2[C:8]([C:13]([OH:24])=[O:14])([CH2:9]2)[CH2:7]1, predict the reactants needed to synthesize it. The reactants are: [CH3:1][O:2][C:3]1[CH:18]=[C:17]([O:19][CH3:20])[CH:16]=[CH:15][C:4]=1[CH2:5][N:6]1[C:11](=[O:12])[CH:10]2[C:8]([CH:13]=[O:14])([CH2:9]2)[CH2:7]1.O.O.P([O-])(O)(O)=[O:24].[Na+].CC(=CC)C.Cl([O-])=O.[Na+]. (10) Given the product [NH2:1][C:2]1[N:10]=[CH:9][N:8]=[C:7]2[C:3]=1[N:4]=[CH:5][N:6]2[C@@H:11]1[O:12][C@H:13]([CH2:21][N:22]([CH:40]([CH2:42][CH3:43])[CH3:41])[CH2:23][CH2:24][CH2:25][NH:26][C:27]([NH:29][C:30]2[CH:31]=[CH:32][C:33]([C:36]([CH3:38])([CH3:39])[CH3:37])=[CH:34][CH:35]=2)=[O:28])[C@@H:14]([OH:18])[C@H:15]1[OH:16], predict the reactants needed to synthesize it. The reactants are: [NH2:1][C:2]1[N:10]=[CH:9][N:8]=[C:7]2[C:3]=1[N:4]=[CH:5][N:6]2[C@H:11]1[C@@H:15]2[O:16]C(C)(C)[O:18][C@@H:14]2[C@@H:13]([CH2:21][N:22]([CH:40]([CH2:42][CH3:43])[CH3:41])[CH2:23][CH2:24][CH2:25][NH:26][C:27]([NH:29][C:30]2[CH:35]=[CH:34][C:33]([C:36]([CH3:39])([CH3:38])[CH3:37])=[CH:32][CH:31]=2)=[O:28])[O:12]1.C([O-])([O-])=O.[K+].[K+].